This data is from Reaction yield outcomes from USPTO patents with 853,638 reactions. The task is: Predict the reaction yield, written as a fraction of the theoretical maximum amount of product (1.0 means a 100% yield; for example, 0.34 means a 34% yield). (1) The reactants are [Br:1][C:2]1[S:6][C:5]([CH2:7]Br)=[N:4][C:3]=1[C:9]1[CH:14]=[CH:13][C:12]([O:15][CH3:16])=[CH:11][CH:10]=1.[F:17][C:18]1[C:26]([OH:27])=[CH:25][CH:24]=[C:23]([F:28])[C:19]=1[C:20]([NH2:22])=[O:21].C(=O)([O-])[O-].[K+].[K+]. The product is [Br:1][C:2]1[S:6][C:5]([CH2:7][O:27][C:26]2[C:18]([F:17])=[C:19]([C:23]([F:28])=[CH:24][CH:25]=2)[C:20]([NH2:22])=[O:21])=[N:4][C:3]=1[C:9]1[CH:14]=[CH:13][C:12]([O:15][CH3:16])=[CH:11][CH:10]=1. The catalyst is CN(C=O)C. The yield is 0.480. (2) The reactants are [CH3:1][C:2]1[C:11]2[CH:10]=[N:9][C:8]([S:12][CH3:13])=[N:7][C:6]=2[C:5](=O)[NH:4][CH:3]=1.O=P(Cl)(Cl)[Cl:17]. No catalyst specified. The product is [Cl:17][C:5]1[C:6]2[N:7]=[C:8]([S:12][CH3:13])[N:9]=[CH:10][C:11]=2[C:2]([CH3:1])=[CH:3][N:4]=1. The yield is 0.520. (3) The reactants are [CH2:1]([N:8]1[CH2:13][CH2:12][C:11]([C:16]2[CH:21]=[CH:20][CH:19]=[CH:18][CH:17]=2)([C:14]#[N:15])[CH2:10][CH2:9]1)[C:2]1[CH:7]=[CH:6][CH:5]=[CH:4][CH:3]=1.[H-].[Al+3].[Li+].[H-].[H-].[H-]. The catalyst is C1COCC1. The product is [CH2:1]([N:8]1[CH2:9][CH2:10][C:11]([CH2:14][NH2:15])([C:16]2[CH:21]=[CH:20][CH:19]=[CH:18][CH:17]=2)[CH2:12][CH2:13]1)[C:2]1[CH:3]=[CH:4][CH:5]=[CH:6][CH:7]=1. The yield is 0.810. (4) The product is [NH2:42][CH2:41][C@H:39]1[O:38][C:37](=[O:50])[N:36]([CH2:35][C@@H:27]2[C@H:26]([NH:25][C:23](=[O:24])/[C:22](=[N:21]\[O:20][C:17]3([C:15]([OH:16])=[O:14])[CH2:18][CH2:19]3)/[C:51]3[N:52]=[C:53]([NH2:56])[S:54][CH:55]=3)[C:29](=[O:30])[N:28]2[S:31]([OH:34])(=[O:32])=[O:33])[CH2:40]1. The reactants are C([O:14][C:15]([C:17]1([O:20]/[N:21]=[C:22](/[C:51]2[N:52]=[C:53]([NH:56]C(OC(C)(C)C)=O)[S:54][CH:55]=2)\[C:23]([NH:25][C@@H:26]2[C:29](=[O:30])[N:28]([S:31]([OH:34])(=[O:33])=[O:32])[C@@H:27]2[CH2:35][N:36]2[CH2:40][C@@H:39]([CH2:41][NH:42]C(OC(C)(C)C)=O)[O:38][C:37]2=[O:50])=[O:24])[CH2:19][CH2:18]1)=[O:16])(C1C=CC=CC=1)C1C=CC=CC=1.C(O)(C(F)(F)F)=O. The yield is 0.520. The catalyst is C(Cl)Cl. (5) The reactants are Cl[C:2]1[N:7]=[C:6]([C:8]2[S:12][C:11]([CH:13]3[CH2:18][CH2:17][O:16][CH2:15][CH2:14]3)=[N:10][C:9]=2[C:19]2[C:20]([F:34])=[C:21]([NH:25][S:26]([C:29]3[CH:33]=[CH:32][O:31][CH:30]=3)(=[O:28])=[O:27])[CH:22]=[CH:23][CH:24]=2)[CH:5]=[CH:4][N:3]=1.[CH2:35]([CH2:37][NH2:38])[OH:36].CO. The catalyst is C1(C)C=CC=CC=1. The product is [F:34][C:20]1[C:19]([C:9]2[N:10]=[C:11]([CH:13]3[CH2:18][CH2:17][O:16][CH2:15][CH2:14]3)[S:12][C:8]=2[C:6]2[CH:5]=[CH:4][N:3]=[C:2]([NH:38][CH2:37][CH2:35][OH:36])[N:7]=2)=[CH:24][CH:23]=[CH:22][C:21]=1[NH:25][S:26]([C:29]1[CH:33]=[CH:32][O:31][CH:30]=1)(=[O:28])=[O:27]. The yield is 0.437. (6) The reactants are [F:1][C:2]([F:25])([F:24])[C:3]1[CH:8]=[CH:7][CH:6]=[CH:5][C:4]=1[CH2:9][NH:10][CH:11]1[CH2:16][CH2:15][N:14]([C:17]([O:19][C:20]([CH3:23])([CH3:22])[CH3:21])=[O:18])[CH2:13][CH2:12]1.C(O)(=O)C.[F:30][C:31]([F:36])([F:35])[CH2:32][CH:33]=O.[Na]. The catalyst is ClCCCl. The product is [F:25][C:2]([F:24])([F:1])[C:3]1[CH:8]=[CH:7][CH:6]=[CH:5][C:4]=1[CH2:9][N:10]([CH2:33][CH2:32][C:31]([F:36])([F:35])[F:30])[CH:11]1[CH2:12][CH2:13][N:14]([C:17]([O:19][C:20]([CH3:22])([CH3:21])[CH3:23])=[O:18])[CH2:15][CH2:16]1. The yield is 0.780. (7) The reactants are [NH2:1][C:2]1[S:3][C:4]([CH2:11][CH3:12])=[CH:5][C:6]=1[C:7]([O:9]C)=O.ClC(Cl)(O[C:17](=[O:23])OC(Cl)(Cl)Cl)Cl.C(N(CC)CC)C.[CH:32]1([NH2:35])[CH2:34][CH2:33]1. The catalyst is C(Cl)Cl. The yield is 0.880. The product is [CH:32]1([N:35]2[C:7](=[O:9])[C:6]3[CH:5]=[C:4]([CH2:11][CH3:12])[S:3][C:2]=3[NH:1][C:17]2=[O:23])[CH2:34][CH2:33]1. (8) The reactants are [O:1]1[C:5]2[CH:6]=[CH:7][CH:8]=[CH:9][C:4]=2[N:3]=[C:2]1[C:10]1[CH:11]=[CH:12][C:13]([NH:17][CH:18]2[CH2:23][CH2:22][O:21][CH2:20][CH2:19]2)=[C:14]([CH:16]=1)[NH2:15].[Cl:24][C:25]1[CH:32]=[CH:31][C:28]([CH:29]=O)=[CH:27][CH:26]=1.OOS([O-])=O.[K+].C(=O)([O-])[O-].[K+].[K+]. The catalyst is CN(C)C=O. The product is [O:1]1[C:5]2[CH:6]=[CH:7][CH:8]=[CH:9][C:4]=2[N:3]=[C:2]1[C:10]1[CH:11]=[CH:12][C:13]2[N:17]([CH:18]3[CH2:23][CH2:22][O:21][CH2:20][CH2:19]3)[C:29]([C:28]3[CH:31]=[CH:32][C:25]([Cl:24])=[CH:26][CH:27]=3)=[N:15][C:14]=2[CH:16]=1. The yield is 0.900. (9) The reactants are [F:1][C:2]1[CH:7]=[CH:6][C:5]([C:8]2[O:9][C:10]3[CH:20]=[C:19]([N:21]([CH3:26])[S:22]([CH3:25])(=[O:24])=[O:23])[C:18]([C:27]4[CH:32]=[CH:31][C:30]([O:33][CH3:34])=[C:29]([C:35]5[O:36][C:37]6[CH:43]=[C:42]([N+:44]([O-])=O)[CH:41]=[CH:40][C:38]=6[N:39]=5)[CH:28]=4)=[CH:17][C:11]=3[C:12]=2[C:13]([NH:15][CH3:16])=[O:14])=[CH:4][CH:3]=1. The catalyst is CO.[Pd]. The product is [NH2:44][C:42]1[CH:41]=[CH:40][C:38]2[N:39]=[C:35]([C:29]3[CH:28]=[C:27]([C:18]4[C:19]([N:21]([CH3:26])[S:22]([CH3:25])(=[O:24])=[O:23])=[CH:20][C:10]5[O:9][C:8]([C:5]6[CH:4]=[CH:3][C:2]([F:1])=[CH:7][CH:6]=6)=[C:12]([C:13]([NH:15][CH3:16])=[O:14])[C:11]=5[CH:17]=4)[CH:32]=[CH:31][C:30]=3[O:33][CH3:34])[O:36][C:37]=2[CH:43]=1. The yield is 0.920.